This data is from NCI-60 drug combinations with 297,098 pairs across 59 cell lines. The task is: Regression. Given two drug SMILES strings and cell line genomic features, predict the synergy score measuring deviation from expected non-interaction effect. Drug 1: C1CCC(CC1)NC(=O)N(CCCl)N=O. Drug 2: COCCOC1=C(C=C2C(=C1)C(=NC=N2)NC3=CC=CC(=C3)C#C)OCCOC.Cl. Cell line: NCI-H226. Synergy scores: CSS=20.1, Synergy_ZIP=-1.66, Synergy_Bliss=6.73, Synergy_Loewe=5.18, Synergy_HSA=6.70.